Dataset: Catalyst prediction with 721,799 reactions and 888 catalyst types from USPTO. Task: Predict which catalyst facilitates the given reaction. Reactant: [Cl:1][C:2]1[CH:3]=[C:4]([C:11]([F:14])([F:13])[F:12])[CH:5]=[C:6]([N+:8]([O-])=O)[CH:7]=1. Product: [NH2:8][C:6]1[CH:7]=[C:2]([Cl:1])[CH:3]=[C:4]([C:11]([F:12])([F:13])[F:14])[CH:5]=1. The catalyst class is: 94.